From a dataset of Catalyst prediction with 721,799 reactions and 888 catalyst types from USPTO. Predict which catalyst facilitates the given reaction. Reactant: [F:1][C:2]1[CH:3]=[CH:4][C:5]([CH2:8][O:9][C:10]2[CH:15]=[CH:14][NH:13][C:12](=[O:16])[CH:11]=2)=[N:6][CH:7]=1.Br[C:18]1[CH:23]=[CH:22][C:21]2[C:24]3[CH2:25][N:26]([C:32]([O:34][C:35]([CH3:38])([CH3:37])[CH3:36])=[O:33])[CH2:27][CH2:28][CH2:29][C:30]=3[O:31][C:20]=2[CH:19]=1.C([O-])([O-])=O.[Cs+].[Cs+].CN[C@@H]1CCCC[C@H]1NC. Product: [F:1][C:2]1[CH:3]=[CH:4][C:5]([CH2:8][O:9][C:10]2[CH:15]=[CH:14][N:13]([C:18]3[CH:23]=[CH:22][C:21]4[C:24]5[CH2:25][N:26]([C:32]([O:34][C:35]([CH3:38])([CH3:37])[CH3:36])=[O:33])[CH2:27][CH2:28][CH2:29][C:30]=5[O:31][C:20]=4[CH:19]=3)[C:12](=[O:16])[CH:11]=2)=[N:6][CH:7]=1. The catalyst class is: 432.